From a dataset of Reaction yield outcomes from USPTO patents with 853,638 reactions. Predict the reaction yield, written as a fraction of the theoretical maximum amount of product (1.0 means a 100% yield; for example, 0.34 means a 34% yield). The reactants are [CH:1]1([CH2:7][CH2:8][CH2:9][O:10][C:11]2[CH:16]=[CH:15][N:14]([CH2:17][CH2:18][C:19]([CH3:27])([S:23]([CH3:26])(=[O:25])=[O:24])[C:20](O)=[O:21])[C:13](=[O:28])[CH:12]=2)[CH2:6][CH2:5][CH2:4][CH2:3][CH2:2]1.CN1CCOCC1.[O:36]1[CH2:41][CH2:40][CH2:39][CH2:38][CH:37]1[O:42][NH2:43]. The catalyst is O. The product is [CH:1]1([CH2:7][CH2:8][CH2:9][O:10][C:11]2[CH:16]=[CH:15][N:14]([CH2:17][CH2:18][C:19]([CH3:27])([S:23]([CH3:26])(=[O:25])=[O:24])[C:20]([NH:43][O:42][CH:37]3[CH2:38][CH2:39][CH2:40][CH2:41][O:36]3)=[O:21])[C:13](=[O:28])[CH:12]=2)[CH2:2][CH2:3][CH2:4][CH2:5][CH2:6]1. The yield is 0.790.